This data is from Catalyst prediction with 721,799 reactions and 888 catalyst types from USPTO. The task is: Predict which catalyst facilitates the given reaction. (1) Reactant: [NH2:1][C@H:2]([CH2:34]O)[CH2:3][CH2:4][C:5]1[C:10]([F:11])=[CH:9][N:8]=[CH:7][C:6]=1[NH:12][C:13](=[O:33])[C@@H:14]([N:30]=[N+:31]=[N-:32])[C@@H:15]([C:23]1[CH:28]=[CH:27][C:26]([Cl:29])=[CH:25][CH:24]=1)[C:16]1[CH:21]=[CH:20][CH:19]=[C:18]([F:22])[CH:17]=1.C(N(CC)CC)C.[CH:43]1([S:46](Cl)(=[O:48])=[O:47])[CH2:45][CH2:44]1.CS(Cl)(=O)=O. Product: [N:30]([C@@H:14]([C@@H:15]([C:23]1[CH:28]=[CH:27][C:26]([Cl:29])=[CH:25][CH:24]=1)[C:16]1[CH:21]=[CH:20][CH:19]=[C:18]([F:22])[CH:17]=1)[C:13]([NH:12][C:6]1[CH:7]=[N:8][CH:9]=[C:10]([F:11])[C:5]=1[CH2:4][CH2:3][CH:2]1[CH2:34][N@@:1]1[S:46]([CH:43]1[CH2:45][CH2:44]1)(=[O:48])=[O:47])=[O:33])=[N+:31]=[N-:32]. The catalyst class is: 154. (2) Reactant: [F:1][C:2]1[CH:3]=[C:4]([C:23]2[CH:28]=[CH:27][CH:26]=[C:25]([F:29])[C:24]=2[OH:30])[CH:5]=[CH:6][C:7]=1[C@H:8]([NH:10][C:11]([C:13]1([NH:16][C:17](=[O:22])[C:18]([F:21])([F:20])[F:19])[CH2:15][CH2:14]1)=[O:12])[CH3:9].[Cl:31]N1C(=O)CCC1=O. Product: [Cl:31][C:27]1[CH:26]=[C:25]([F:29])[C:24]([OH:30])=[C:23]([C:4]2[CH:5]=[CH:6][C:7]([C@H:8]([NH:10][C:11]([C:13]3([NH:16][C:17](=[O:22])[C:18]([F:19])([F:21])[F:20])[CH2:15][CH2:14]3)=[O:12])[CH3:9])=[C:2]([F:1])[CH:3]=2)[CH:28]=1. The catalyst class is: 15. (3) Reactant: [CH:1]1([C:6]([C:42]2[CH:47]=[CH:46][CH:45]=[CH:44][CH:43]=2)([C:36]2[CH:41]=[CH:40][CH:39]=[CH:38][CH:37]=2)[CH:7]2[CH2:31][C:30]([CH3:33])([CH3:32])[C:10]3[CH:11]=[C:12]4[C:20](=[CH:21][C:9]=3[C:8]2([CH3:35])[CH3:34])[CH2:19][C:18]2[CH:17]=[C:16]3[C:22]([CH3:29])([CH3:28])[CH2:23][CH2:24][C:25]([CH3:27])([CH3:26])[C:15]3=[CH:14][C:13]4=2)[CH:5]=[CH:4][CH:3]=[CH:2]1.CCCCCC.[Li]CCCC.Cl[Si:60]([CH3:63])([CH3:62])[CH3:61]. Product: [CH3:61][Si:60]([CH3:63])([CH3:62])[C:3]1[CH:4]=[CH:5][CH:1]([C:6]([C:36]2[CH:37]=[CH:38][CH:39]=[CH:40][CH:41]=2)([C:42]2[CH:43]=[CH:44][CH:45]=[CH:46][CH:47]=2)[CH:7]2[CH2:31][C:30]([CH3:32])([CH3:33])[C:10]3[CH:11]=[C:12]4[C:20](=[CH:21][C:9]=3[C:8]2([CH3:34])[CH3:35])[CH2:19][C:18]2[CH:17]=[C:16]3[C:22]([CH3:29])([CH3:28])[CH2:23][CH2:24][C:25]([CH3:27])([CH3:26])[C:15]3=[CH:14][C:13]4=2)[CH:2]=1. The catalyst class is: 1.